From a dataset of Catalyst prediction with 721,799 reactions and 888 catalyst types from USPTO. Predict which catalyst facilitates the given reaction. (1) Reactant: [ClH:1].O1CCOCC1.[CH3:8][C@H:9]1[C@@H:14]([N:15]([C:17]2[N:25]=[CH:24][N:23]=[C:22]3[C:18]=2[CH:19]=[CH:20][NH:21]3)[CH3:16])[CH2:13][N:12]([C:26]([CH2:28][C:29]#[N:30])=[O:27])[CH2:11][CH2:10]1. Product: [CH3:8][C@H:9]1[C@@H:14]([N:15]([C:17]2[N:25]=[CH:24][N:23]=[C:22]3[C:18]=2[CH:19]=[CH:20][NH:21]3)[CH3:16])[CH2:13][N:12]([C:26]([CH2:28][C:29]#[N:30])=[O:27])[CH2:11][CH2:10]1.[ClH:1]. The catalyst class is: 311. (2) Reactant: [Br:1][C:2]1[CH:3]=[CH:4][C:5]2[C:11]3[S:12][C:13]([C:15]([N:17]([C:19]4[CH:28]=[CH:27][C:22]([C:23]([O:25]C)=[O:24])=[CH:21][C:20]=4[Cl:29])[CH3:18])=[O:16])=[CH:14][C:10]=3[CH2:9][CH2:8][O:7][C:6]=2[CH:30]=1.O.[OH-].[Li+]. Product: [Br:1][C:2]1[CH:3]=[CH:4][C:5]2[C:11]3[S:12][C:13]([C:15]([N:17]([C:19]4[CH:28]=[CH:27][C:22]([C:23]([OH:25])=[O:24])=[CH:21][C:20]=4[Cl:29])[CH3:18])=[O:16])=[CH:14][C:10]=3[CH2:9][CH2:8][O:7][C:6]=2[CH:30]=1. The catalyst class is: 30. (3) Reactant: [Cl:1][C:2]1[CH:3]=[N:4][N:5]([C:7]2([C:10]3[NH:31][C:13]4=[N:14][C:15]([N:18]5[CH2:23][CH2:22][CH2:21][C@@H:20]([C:24]([N:26]6[CH2:30][CH2:29][CH2:28][CH2:27]6)=[O:25])[CH2:19]5)=[CH:16][CH:17]=[C:12]4[N:11]=3)[CH2:9][CH2:8]2)[CH:6]=1.[CH3:32][S:33]([OH:36])(=[O:35])=[O:34]. Product: [CH3:32][S:33]([OH:36])(=[O:35])=[O:34].[Cl:1][C:2]1[CH:3]=[N:4][N:5]([C:7]2([C:10]3[NH:31][C:13]4=[N:14][C:15]([N:18]5[CH2:23][CH2:22][CH2:21][C@@H:20]([C:24]([N:26]6[CH2:27][CH2:28][CH2:29][CH2:30]6)=[O:25])[CH2:19]5)=[CH:16][CH:17]=[C:12]4[N:11]=3)[CH2:9][CH2:8]2)[CH:6]=1. The catalyst class is: 10. (4) Reactant: [O:1]=[C:2]1[CH2:7][CH2:6][CH2:5][N:4]([C:8]([O:10][C:11]([CH3:14])([CH3:13])[CH3:12])=[O:9])[CH2:3]1.C[Si](C)(C)[C:17]([F:20])([F:19])[F:18].[F-].C([N+](CCCC)(CCCC)CCCC)CCC.[Cl-].[NH4+]. Product: [F:18][C:17]([F:20])([F:19])[C:2]1([OH:1])[CH2:7][CH2:6][CH2:5][N:4]([C:8]([O:10][C:11]([CH3:14])([CH3:13])[CH3:12])=[O:9])[CH2:3]1. The catalyst class is: 1. (5) Reactant: Br[C:2]1[CH:7]=[CH:6][CH:5]=[C:4]([N+:8]([O-:10])=[O:9])[C:3]=1[NH:11][C:12](=[O:14])[CH3:13].C([Sn](CCCC)(CCCC)[C:20]1[CH:25]=[CH:24][CH:23]=[CH:22][N:21]=1)CCC.C(=O)(O)[O-].[Na+]. Product: [N+:8]([C:4]1[CH:5]=[CH:6][CH:7]=[C:2]([C:20]2[CH:25]=[CH:24][CH:23]=[CH:22][N:21]=2)[C:3]=1[NH:11][C:12](=[O:14])[CH3:13])([O-:10])=[O:9]. The catalyst class is: 109. (6) Reactant: [CH:1]1([N:5]2[CH2:11][CH2:10][C:9]3[CH:12]=[C:13]([C:16]([NH2:18])=O)[CH:14]=[CH:15][C:8]=3[CH2:7][CH2:6]2)[CH2:4][CH2:3][CH2:2]1.[H-].[Al+3].[Li+].[H-].[H-].[H-].[C:25](Cl)(=[O:32])[C:26]1[CH:31]=[CH:30][CH:29]=[N:28][CH:27]=1. Product: [CH:1]1([N:5]2[CH2:11][CH2:10][C:9]3[CH:12]=[C:13]([CH2:16][NH:18][C:25](=[O:32])[C:26]4[CH:31]=[CH:30][CH:29]=[N:28][CH:27]=4)[CH:14]=[CH:15][C:8]=3[CH2:7][CH2:6]2)[CH2:4][CH2:3][CH2:2]1. The catalyst class is: 7.